This data is from HIV replication inhibition screening data with 41,000+ compounds from the AIDS Antiviral Screen. The task is: Binary Classification. Given a drug SMILES string, predict its activity (active/inactive) in a high-throughput screening assay against a specified biological target. (1) The compound is Cc1cccc(C)c1NC(=O)CCC(=O)NNc1nnc(C)n1N. The result is 0 (inactive). (2) The molecule is CC(OCc1ccccc1)C(NC(=O)C1CSSCC(NC(=O)C(Cc2ccccc2)NC(=O)OCc2ccccc2)C(=O)NC(Cc2ccccc2)C(=O)NC(Cc2cn(C=O)c3ccccc23)C(=O)NC(CCCCNC(=O)OCc2ccccc2)C(=O)NC(C(C)OCc2ccccc2)C(=O)N1)C(N)=O. The result is 0 (inactive). (3) The molecule is COc1cc(C=C2C(=O)N(C(=O)c3ccc(NC(C)=O)cc3)N=C2C)ccc1O. The result is 0 (inactive). (4) The drug is COC(=O)C(C)(C)N=CN(C)C. The result is 0 (inactive). (5) The molecule is O=C(O)Cn1ccc(=O)c2c([N+](=O)[O-])cccc21.[NaH]. The result is 0 (inactive). (6) The drug is CC(C)=NOC(=O)CNC(=O)C(Cc1ccccc1)NC(=O)C(C)NC(=O)OC(C)(C)C. The result is 0 (inactive). (7) The drug is COc1cccc2c1C(=N)c1c(O)c3c(c(O)c1C2=O)CC(O)(C(C)=O)CC3OC1CC(N)C(O)C(C)O1. The result is 0 (inactive).